From a dataset of Forward reaction prediction with 1.9M reactions from USPTO patents (1976-2016). Predict the product of the given reaction. Given the reactants C([C:3]1[NH:12][C:11](=[O:13])[C:10]2[C:5](=[N:6][CH:7]=[C:8](Br)[N:9]=2)[N:4]=1)C.[F:15][C:16]1[CH:21]=[CH:20][C:19]([C:22]2[O:23][C:24]3[CH:34]=[C:33]([N:35]([CH3:40])[S:36]([CH3:39])(=[O:38])=[O:37])[C:32](B4OC(C)(C)C(C)(C)O4)=[CH:31][C:25]=3[C:26]=2[C:27]([NH:29][CH3:30])=[O:28])=[CH:18][CH:17]=1.C([O-])([O-])=O.[Na+].[Na+], predict the reaction product. The product is: [F:15][C:16]1[CH:21]=[CH:20][C:19]([C:22]2[O:23][C:24]3[CH:34]=[C:33]([N:35]([CH3:40])[S:36]([CH3:39])(=[O:37])=[O:38])[C:32]([C:8]4[N:9]=[C:10]5[C:5](=[N:6][CH:7]=4)[N:4]=[CH:3][NH:12][C:11]5=[O:13])=[CH:31][C:25]=3[C:26]=2[C:27]([NH:29][CH3:30])=[O:28])=[CH:18][CH:17]=1.